Dataset: Catalyst prediction with 721,799 reactions and 888 catalyst types from USPTO. Task: Predict which catalyst facilitates the given reaction. Reactant: [F:1][C:2]1[CH:11]=[C:10]2[C:5]([N:6]=[CH:7][C:8](=[O:46])[N:9]2[CH2:12][CH:13]([NH:33]S(C2C=CC=CC=2[N+]([O-])=O)(=O)=O)[C@H:14]2[CH2:19][CH2:18][C@H:17]([NH:20][CH2:21][C:22]3[N:23]=[CH:24][C:25]4[O:26][CH2:27][C:28](=[O:32])[NH:29][C:30]=4[N:31]=3)[CH2:16][CH2:15]2)=[CH:4][CH:3]=1.C1(S)C=CC=CC=1.C(=O)([O-])[O-].[K+].[K+]. Product: [NH2:33][CH:13]([CH:14]1[CH2:15][CH2:16][CH:17]([NH:20][CH2:21][C:22]2[N:23]=[CH:24][C:25]3[O:26][CH2:27][C:28](=[O:32])[NH:29][C:30]=3[N:31]=2)[CH2:18][CH2:19]1)[CH2:12][N:9]1[C:10]2[C:5](=[CH:4][CH:3]=[C:2]([F:1])[CH:11]=2)[N:6]=[CH:7][C:8]1=[O:46]. The catalyst class is: 5.